Dataset: TCR-epitope binding with 47,182 pairs between 192 epitopes and 23,139 TCRs. Task: Binary Classification. Given a T-cell receptor sequence (or CDR3 region) and an epitope sequence, predict whether binding occurs between them. (1) The epitope is FVRATATIPI. The TCR CDR3 sequence is CASSQDRSGGGENEQFF. Result: 1 (the TCR binds to the epitope). (2) The TCR CDR3 sequence is CASSQAGVEQFF. Result: 1 (the TCR binds to the epitope). The epitope is HPVGEADYFEY.